From a dataset of Forward reaction prediction with 1.9M reactions from USPTO patents (1976-2016). Predict the product of the given reaction. (1) Given the reactants [CH3:1][O:2][CH2:3][O:4][C:5]1[CH:10]=[CH:9][C:8]([O:11][CH2:12][O:13][CH3:14])=[CH:7][CH:6]=1.[Li]C(CC)C.[B:20](OC(C)C)([O:25]C(C)C)[O:21]C(C)C, predict the reaction product. The product is: [CH3:14][O:13][CH2:12][O:11][C:8]1[CH:9]=[CH:10][C:5]([O:4][CH2:3][O:2][CH3:1])=[CH:6][C:7]=1[B:20]([OH:25])[OH:21]. (2) Given the reactants C([O:3][C:4]([C:6]1[O:7][C:8]2[CH:14]=[CH:13][CH:12]=[C:11]([CH3:15])[C:9]=2[N:10]=1)=[O:5])C.[OH-].[Na+:17], predict the reaction product. The product is: [Na+:17].[CH3:15][C:11]1[C:9]2[N:10]=[C:6]([C:4]([O-:5])=[O:3])[O:7][C:8]=2[CH:14]=[CH:13][CH:12]=1. (3) Given the reactants Cl[C:2]1[N:11]=[C:10]([NH:12][CH2:13][C:14]2[CH:19]=[CH:18][C:17]([NH:20][C:21]([CH:23]3[CH2:28][CH2:27][N:26]([CH2:29][C:30]4[CH:35]=[CH:34][C:33]([F:36])=[CH:32][CH:31]=4)[CH2:25][CH2:24]3)=[O:22])=[CH:16][CH:15]=2)[C:9]2[C:4](=[CH:5][CH:6]=[C:7]([C:37]([F:40])([F:39])[F:38])[CH:8]=2)[N:3]=1.Cl.[CH:42]1([NH2:46])[CH2:45][CH2:44][CH2:43]1, predict the reaction product. The product is: [CH:42]1([NH:46][C:2]2[N:11]=[C:10]([NH:12][CH2:13][C:14]3[CH:19]=[CH:18][C:17]([NH:20][C:21]([CH:23]4[CH2:28][CH2:27][N:26]([CH2:29][C:30]5[CH:31]=[CH:32][C:33]([F:36])=[CH:34][CH:35]=5)[CH2:25][CH2:24]4)=[O:22])=[CH:16][CH:15]=3)[C:9]3[C:4](=[CH:5][CH:6]=[C:7]([C:37]([F:38])([F:40])[F:39])[CH:8]=3)[N:3]=2)[CH2:45][CH2:44][CH2:43]1. (4) Given the reactants [C:1](Cl)(=[O:5])[C:2](Cl)=O.[CH2:7]([O:9][C:10]([C:12]1[NH:13][C:14]2[C:19](C=1)=[CH:18][C:17]([Br:21])=[CH:16][CH:15]=2)=[O:11])[CH3:8].C([O-])(O)=O.[Na+], predict the reaction product. The product is: [CH2:7]([O:9][C:10]([C:12]1[NH:13][C:14]2[C:15]([C:2]=1[CH:1]=[O:5])=[CH:16][C:17]([Br:21])=[CH:18][CH:19]=2)=[O:11])[CH3:8].